This data is from NCI-60 drug combinations with 297,098 pairs across 59 cell lines. The task is: Regression. Given two drug SMILES strings and cell line genomic features, predict the synergy score measuring deviation from expected non-interaction effect. (1) Drug 1: C1=CC(=CC=C1CCC2=CNC3=C2C(=O)NC(=N3)N)C(=O)NC(CCC(=O)O)C(=O)O. Drug 2: CC1=C(C=C(C=C1)C(=O)NC2=CC(=CC(=C2)C(F)(F)F)N3C=C(N=C3)C)NC4=NC=CC(=N4)C5=CN=CC=C5. Cell line: KM12. Synergy scores: CSS=11.2, Synergy_ZIP=-10.7, Synergy_Bliss=-19.3, Synergy_Loewe=-15.9, Synergy_HSA=-14.5. (2) Synergy scores: CSS=22.7, Synergy_ZIP=0.639, Synergy_Bliss=0.650, Synergy_Loewe=-61.3, Synergy_HSA=-1.46. Drug 2: C1=NC2=C(N=C(N=C2N1C3C(C(C(O3)CO)O)O)F)N. Drug 1: CCC1(CC2CC(C3=C(CCN(C2)C1)C4=CC=CC=C4N3)(C5=C(C=C6C(=C5)C78CCN9C7C(C=CC9)(C(C(C8N6C=O)(C(=O)OC)O)OC(=O)C)CC)OC)C(=O)OC)O.OS(=O)(=O)O. Cell line: NCI-H460.